Dataset: Full USPTO retrosynthesis dataset with 1.9M reactions from patents (1976-2016). Task: Predict the reactants needed to synthesize the given product. Given the product [Cl:1][C:2]1[C:3]([C:8]2[CH:19]=[CH:18][C:11]3[C:12]([NH:20][C:21]4[CH:26]=[CH:25][C:24]([C:27](=[O:29])[CH3:28])=[CH:23][CH:22]=4)=[N:13][S:14](=[O:16])(=[O:15])[C:10]=3[CH:9]=2)=[N:4][CH:5]=[CH:6][CH:7]=1, predict the reactants needed to synthesize it. The reactants are: [Cl:1][C:2]1[C:3]([C:8]2[CH:19]=[CH:18][C:11]3[C:12](O)=[N:13][S:14](=[O:16])(=[O:15])[C:10]=3[CH:9]=2)=[N:4][CH:5]=[CH:6][CH:7]=1.[NH2:20][C:21]1[CH:26]=[CH:25][C:24]([C:27](=[O:29])[CH3:28])=[CH:23][CH:22]=1.